This data is from Peptide-MHC class I binding affinity with 185,985 pairs from IEDB/IMGT. The task is: Regression. Given a peptide amino acid sequence and an MHC pseudo amino acid sequence, predict their binding affinity value. This is MHC class I binding data. The peptide sequence is LVPKNSPGM. The MHC is HLA-A02:01 with pseudo-sequence HLA-A02:01. The binding affinity (normalized) is 0.0959.